This data is from Reaction yield outcomes from USPTO patents with 853,638 reactions. The task is: Predict the reaction yield, written as a fraction of the theoretical maximum amount of product (1.0 means a 100% yield; for example, 0.34 means a 34% yield). The reactants are [OH-].[Na+].[CH2:3]([C:5]1[CH:10]=[CH:9][C:8]([C:11]([N:13]2[CH2:18][CH2:17][CH:16]([C:19]([O:21]CC)=[O:20])[CH2:15][CH2:14]2)=[O:12])=[CH:7][CH:6]=1)[CH3:4]. The catalyst is CO. The product is [CH2:3]([C:5]1[CH:6]=[CH:7][C:8]([C:11]([N:13]2[CH2:18][CH2:17][CH:16]([C:19]([OH:21])=[O:20])[CH2:15][CH2:14]2)=[O:12])=[CH:9][CH:10]=1)[CH3:4]. The yield is 0.910.